Predict the product of the given reaction. From a dataset of Forward reaction prediction with 1.9M reactions from USPTO patents (1976-2016). (1) Given the reactants CC1(C)C(C)(C)OB([C:9]2[CH:17]=[C:16]([C:18]([F:21])([F:20])[F:19])[CH:15]=[C:14]3[C:10]=2[CH:11]=[N:12][NH:13]3)O1.Br[C:24]1[CH:25]=[CH:26][C:27]([C:30]([N:32]2[CH2:37][CH2:36][O:35][CH2:34][CH2:33]2)=[O:31])=[N:28][CH:29]=1.[C:38]([O-:41])(O)=[O:39].[Na+], predict the reaction product. The product is: [C:38]([OH:41])([C:18]([F:21])([F:20])[F:19])=[O:39].[O:35]1[CH2:36][CH2:37][N:32]([C:30]([C:27]2[CH:26]=[CH:25][C:24]([C:9]3[CH:17]=[C:16]([C:18]([F:19])([F:20])[F:21])[CH:15]=[C:14]4[C:10]=3[CH:11]=[N:12][NH:13]4)=[CH:29][N:28]=2)=[O:31])[CH2:33][CH2:34]1. (2) Given the reactants C([Li])(C)(C)C.I[C:7]1([CH2:10][C@@H:11]2[CH2:15][O:14][C:13]([CH3:17])([CH3:16])[O:12]2)[CH2:9][CH2:8]1.[S:18]([Cl:21])(Cl)=[O:19].CC[O:24]CC, predict the reaction product. The product is: [CH3:16][C:13]1([CH3:17])[O:12][C@H:11]([CH2:10][C:7]2([S:18]([Cl:21])(=[O:19])=[O:24])[CH2:9][CH2:8]2)[CH2:15][O:14]1.